Dataset: TCR-epitope binding with 47,182 pairs between 192 epitopes and 23,139 TCRs. Task: Binary Classification. Given a T-cell receptor sequence (or CDR3 region) and an epitope sequence, predict whether binding occurs between them. (1) The epitope is LVLSVNPYV. The TCR CDR3 sequence is CASSGSGFSTDTQYF. Result: 0 (the TCR does not bind to the epitope). (2) The epitope is RQLLFVVEV. The TCR CDR3 sequence is CATSIESSYEQYF. Result: 1 (the TCR binds to the epitope). (3) The epitope is SLFNTVATLY. The TCR CDR3 sequence is CASSGGQLSYNEQFF. Result: 0 (the TCR does not bind to the epitope). (4) The epitope is KTSVDCTMYI. The TCR CDR3 sequence is CASSLAGSNQPQHF. Result: 0 (the TCR does not bind to the epitope). (5) The epitope is KAYNVTQAF. The TCR CDR3 sequence is CASSRDRPNEKLFF. Result: 1 (the TCR binds to the epitope). (6) The epitope is KLPDDFTGCV. The TCR CDR3 sequence is CASSLGTSGGSYYNEQFF. Result: 1 (the TCR binds to the epitope). (7) The epitope is GLNKIVRMY. The TCR CDR3 sequence is CASSFSGANTGELFF. Result: 0 (the TCR does not bind to the epitope). (8) The epitope is ALLADKFPV. The TCR CDR3 sequence is CASSVDKGGADEQFF. Result: 0 (the TCR does not bind to the epitope). (9) The epitope is KLWAQCVQL. The TCR CDR3 sequence is CASSLWTGGGTEAFF. Result: 1 (the TCR binds to the epitope). (10) The epitope is IVTDFSVIK. The TCR CDR3 sequence is CASSGGLAVGNPGSYNEQFF. Result: 1 (the TCR binds to the epitope).